This data is from Catalyst prediction with 721,799 reactions and 888 catalyst types from USPTO. The task is: Predict which catalyst facilitates the given reaction. (1) Reactant: FC(F)(F)S(O[C:7]1[C@@:11]2([CH3:28])[CH2:12][CH2:13][C@H:14]3[C@H:23]([C@@H:10]2[CH2:9][CH:8]=1)[CH2:22][CH:21]=[C:20]1[C@:15]3([CH3:27])[CH2:16][CH2:17][C:18](=[O:26])[N:19]1[CH2:24][CH3:25])(=O)=O.C([Sn](CCCC)(CCCC)[C:36]1[CH:41]=[N:40][CH:39]=[CH:38][N:37]=1)CCC. Product: [CH2:24]([N:19]1[C:20]2[C@@:15]([CH3:27])([C@H:14]3[CH2:13][CH2:12][C@@:11]4([CH3:28])[C@@H:10]([CH2:9][CH:8]=[C:7]4[C:36]4[CH:41]=[N:40][CH:39]=[CH:38][N:37]=4)[C@@H:23]3[CH2:22][CH:21]=2)[CH2:16][CH2:17][C:18]1=[O:26])[CH3:25]. The catalyst class is: 128. (2) Reactant: [OH:1][C@@H:2]1[C@H:6]([OH:7])[C@@H:5]([CH2:8][OH:9])[O:4][C@H:3]1[N:10]1[CH:15]=[CH:14][CH:13]=[N:12][C:11]1=[O:16].[C:23](O[C:23](=[O:27])[CH:24]([CH3:26])[CH3:25])(=[O:27])[CH:24]([CH3:26])[CH3:25]. Product: [CH3:25][CH:24]([CH3:26])[C:23]([O:7][C@H:6]1[C@@H:2]([O:1][C:23](=[O:27])[CH:24]([CH3:26])[CH3:25])[C@H:3]([N:10]2[CH:15]=[CH:14][CH:13]=[N:12][C:11]2=[O:16])[O:4][C@@H:5]1[CH2:8][O:9][C:23](=[O:27])[CH:24]([CH3:25])[CH3:26])=[O:27]. The catalyst class is: 383.